Predict the reactants needed to synthesize the given product. From a dataset of Full USPTO retrosynthesis dataset with 1.9M reactions from patents (1976-2016). (1) Given the product [O:24]=[C:21]1[N:20]([C:2]2[CH:12]=[CH:11][C:5]([C:6]([O:8][CH2:9][CH3:10])=[O:7])=[CH:4][CH:3]=2)[C@H:19]([C:13]2[CH:18]=[CH:17][CH:16]=[CH:15][CH:14]=2)[CH2:23][O:22]1, predict the reactants needed to synthesize it. The reactants are: I[C:2]1[CH:12]=[CH:11][C:5]([C:6]([O:8][CH2:9][CH3:10])=[O:7])=[CH:4][CH:3]=1.[C:13]1([C@@H:19]2[CH2:23][O:22][C:21](=[O:24])[NH:20]2)[CH:18]=[CH:17][CH:16]=[CH:15][CH:14]=1. (2) Given the product [CH3:17][C:3]1[CH:4]=[C:5]([O:9][CH2:10][CH2:11][CH2:12][S:13]([CH3:16])(=[O:15])=[O:14])[CH:6]=[C:7]([CH3:8])[C:2]=1[C:24]1[CH:23]=[CH:22][CH:21]=[C:20]([CH:18]=[O:19])[CH:25]=1, predict the reactants needed to synthesize it. The reactants are: Br[C:2]1[C:7]([CH3:8])=[CH:6][C:5]([O:9][CH2:10][CH2:11][CH2:12][S:13]([CH3:16])(=[O:15])=[O:14])=[CH:4][C:3]=1[CH3:17].[CH:18]([C:20]1[CH:21]=[C:22](B(O)O)[CH:23]=[CH:24][CH:25]=1)=[O:19].P([O-])([O-])([O-])=O.[K+].[K+].[K+].CN(C)C=O. (3) Given the product [ClH:27].[C:30]([C:29]1[C:28]([N:18]([CH2:19][CH2:20][CH2:21][CH2:22][CH2:23][CH2:24][CH3:25])[CH2:17][CH2:16][C:14]2[N:15]=[C:11]([S:10][C:7]([CH3:8])([CH3:9])[C:6]([OH:5])=[O:26])[S:12][CH:13]=2)=[N:35][CH:34]=[CH:33][CH:32]=1)#[N:31], predict the reactants needed to synthesize it. The reactants are: C([O:5][C:6](=[O:26])[C:7]([S:10][C:11]1[S:12][CH:13]=[C:14]([CH2:16][CH2:17][NH:18][CH2:19][CH2:20][CH2:21][CH2:22][CH2:23][CH2:24][CH3:25])[N:15]=1)([CH3:9])[CH3:8])(C)(C)C.[Cl:27][C:28]1[N:35]=[CH:34][CH:33]=[CH:32][C:29]=1[C:30]#[N:31].Cl.C(OCC)(=O)C. (4) Given the product [OH:12][C:13]1[CH:20]=[C:19]([O:21][CH3:22])[CH:18]=[CH:17][C:14]=1[CH:15]=[C:26]1[CH2:27][CH2:28][CH2:29][C:24]1=[O:9], predict the reactants needed to synthesize it. The reactants are: C1(N2CC[O:9]CC2)CCCC=1.[OH:12][C:13]1[CH:20]=[C:19]([O:21][CH3:22])[CH:18]=[CH:17][C:14]=1[CH:15]=O.Cl.[CH:24]1[CH:29]=[CH:28][CH:27]=[CH:26]C=1. (5) Given the product [CH2:1]([Si:4]1([Cl:7])[O:30][C@@H:24]([C:25]([O:28][CH3:29])([CH3:26])[CH3:27])[C@H:23]([C:21]([CH3:32])([O:20][CH3:19])[CH3:22])[O:31]1)[CH:2]=[CH2:3], predict the reactants needed to synthesize it. The reactants are: [CH2:1]([Si:4]([Cl:7])(Cl)Cl)[CH:2]=[CH2:3].N12CCCN=C1CCCCC2.[CH3:19][O:20][C:21]([CH3:32])([C@H:23]([OH:31])[C@@H:24]([OH:30])[C:25]([O:28][CH3:29])([CH3:27])[CH3:26])[CH3:22].